This data is from Reaction yield outcomes from USPTO patents with 853,638 reactions. The task is: Predict the reaction yield, written as a fraction of the theoretical maximum amount of product (1.0 means a 100% yield; for example, 0.34 means a 34% yield). (1) The reactants are C(OC([N:11]1[CH2:16][CH2:15][CH:14]([C:17](=[O:34])[NH:18][C:19]2[CH:24]=[C:23]([C:25]3[CH:30]=[CH:29][CH:28]=[CH:27][C:26]=3[O:31][CH2:32][CH3:33])[N:22]=[CH:21][N:20]=2)[CH2:13][CH2:12]1)=O)C1C=CC=CC=1. The catalyst is CO.[Pd]. The product is [CH2:32]([O:31][C:26]1[CH:27]=[CH:28][CH:29]=[CH:30][C:25]=1[C:23]1[N:22]=[CH:21][N:20]=[C:19]([NH:18][C:17]([CH:14]2[CH2:15][CH2:16][NH:11][CH2:12][CH2:13]2)=[O:34])[CH:24]=1)[CH3:33]. The yield is 0.580. (2) The reactants are [N:1]1[C:10]2[CH:9]([NH2:11])[CH2:8][CH2:7][CH2:6][C:5]=2[CH:4]=[CH:3][CH:2]=1.[O:12]=[C:13]1[C:21]2[C:16](=[CH:17][CH:18]=[CH:19][CH:20]=2)[C:15](=[O:22])[N:14]1[CH2:23][CH2:24][CH2:25][CH:26]=O.[BH-](OC(C)=O)(OC(C)=O)OC(C)=O.[Na+]. The catalyst is C(Cl)Cl. The product is [N:1]1[C:10]2[CH:9]([NH:11][CH2:26][CH2:25][CH2:24][CH2:23][N:14]3[C:15](=[O:22])[C:16]4[C:21](=[CH:20][CH:19]=[CH:18][CH:17]=4)[C:13]3=[O:12])[CH2:8][CH2:7][CH2:6][C:5]=2[CH:4]=[CH:3][CH:2]=1. The yield is 0.520. (3) The reactants are [CH3:1][O:2][C:3](=[O:32])[CH:4]([NH:19][C:20](=O)[C:21]1[CH:26]=[CH:25][C:24]([C:27]([F:30])([F:29])[F:28])=[CH:23][CH:22]=1)[C:5]([C:7]1[CH:12]=[CH:11][C:10]([C:13]2[CH:18]=[CH:17][CH:16]=[CH:15][CH:14]=2)=[CH:9][CH:8]=1)=O.COC1C=CC(P2(SP(C3C=CC(OC)=CC=3)(=S)S2)=[S:42])=CC=1. The catalyst is C1COCC1. The product is [CH3:1][O:2][C:3]([C:4]1[N:19]=[C:20]([C:21]2[CH:26]=[CH:25][C:24]([C:27]([F:30])([F:29])[F:28])=[CH:23][CH:22]=2)[S:42][C:5]=1[C:7]1[CH:12]=[CH:11][C:10]([C:13]2[CH:18]=[CH:17][CH:16]=[CH:15][CH:14]=2)=[CH:9][CH:8]=1)=[O:32]. The yield is 0.810. (4) The reactants are [CH2:1]([O:8][C:9]1[C:10]([F:22])=[CH:11][C:12]([N+:19]([O-])=O)=[C:13]([CH2:15][C:16](=O)[CH3:17])[CH:14]=1)[C:2]1[CH:7]=[CH:6][CH:5]=[CH:4][CH:3]=1.[C]=O. The catalyst is C1([Fe](=C=O)=C=O)C=CC=C1.C1(C)C=CC=CC=1. The product is [CH2:1]([O:8][C:9]1[CH:14]=[C:13]2[C:12](=[CH:11][C:10]=1[F:22])[NH:19][C:16]([CH3:17])=[CH:15]2)[C:2]1[CH:7]=[CH:6][CH:5]=[CH:4][CH:3]=1. The yield is 0.820. (5) The reactants are [H-].[Na+].Br[CH2:4][CH2:5][O:6][C:7]1[CH:12]=[CH:11][C:10]([F:13])=[CH:9][C:8]=1[C:14](=[O:16])[CH3:15]. The catalyst is C1COCC1. The product is [F:13][C:10]1[CH:11]=[CH:12][C:7]2[O:6][CH2:5][CH2:4][CH2:15][C:14](=[O:16])[C:8]=2[CH:9]=1. The yield is 0.562. (6) The reactants are [B-](F)(F)(F)F.CCN([S+](F)F)CC.[CH:14]([CH:16]1[CH2:21][CH2:20][N:19]([C:22]([O:24][CH2:25][C:26]2[CH:31]=[CH:30][CH:29]=[CH:28][CH:27]=2)=[O:23])[CH2:18][CH2:17]1)=O.[FH:32].[FH:33].F.C(N(CC)CC)C. The catalyst is ClCCl. The product is [F:32][CH:14]([F:33])[CH:16]1[CH2:21][CH2:20][N:19]([C:22]([O:24][CH2:25][C:26]2[CH:31]=[CH:30][CH:29]=[CH:28][CH:27]=2)=[O:23])[CH2:18][CH2:17]1. The yield is 0.460.